Dataset: Full USPTO retrosynthesis dataset with 1.9M reactions from patents (1976-2016). Task: Predict the reactants needed to synthesize the given product. (1) Given the product [C:7]([C:6]1[CH:9]=[CH:10][C:3]([CH:1]2[C:28]([C:27]([O:33][CH2:34][CH:35]=[CH2:36])=[O:32])=[C:29]([CH3:31])[N:21]([C:17]3[CH:18]=[CH:19][CH:20]=[C:15]([C:14]([F:25])([F:26])[F:13])[CH:16]=3)[C:22](=[O:23])[NH:24]2)=[C:4]([S:11][CH3:12])[CH:5]=1)#[N:8], predict the reactants needed to synthesize it. The reactants are: [CH:1]([C:3]1[CH:10]=[CH:9][C:6]([C:7]#[N:8])=[CH:5][C:4]=1[S:11][CH3:12])=O.[F:13][C:14]([F:26])([F:25])[C:15]1[CH:16]=[C:17]([NH:21][C:22]([NH2:24])=[O:23])[CH:18]=[CH:19][CH:20]=1.[C:27]([O:33][CH2:34][CH:35]=[CH2:36])(=[O:32])[CH2:28][C:29]([CH3:31])=O. (2) Given the product [CH3:38][C:34]1[CH:35]=[CH:36][CH:37]=[C:2]([CH3:1])[C:3]=1[O:4][C:5]1[C:6]([C:22]([NH2:24])=[O:23])=[C:7]([NH:13][C:14]2[CH:19]=[CH:18][C:17]([I:20])=[CH:16][C:15]=2[F:21])[N:8]([CH3:12])[C:9](=[O:11])[CH:10]=1, predict the reactants needed to synthesize it. The reactants are: [CH3:1][C:2]1[CH:37]=[CH:36][CH:35]=[C:34]([CH3:38])[C:3]=1[O:4][C:5]1[C:6]([C:22]([NH:24]CC2C=CC(OC)=CC=2)=[O:23])=[C:7]([NH:13][C:14]2[CH:19]=[CH:18][C:17]([I:20])=[CH:16][C:15]=2[F:21])[N:8]([CH3:12])[C:9](=[O:11])[CH:10]=1.[Cl-].[Al+3].[Cl-].[Cl-].ClCCl. (3) Given the product [Br:13][CH:11]([C:7]1[CH:8]=[CH:9][CH:10]=[C:5]([C:1]([CH3:4])([CH3:3])[CH3:2])[CH:6]=1)[CH3:12], predict the reactants needed to synthesize it. The reactants are: [C:1]([C:5]1[CH:10]=[CH:9][CH:8]=[C:7]([CH2:11][CH3:12])[CH:6]=1)([CH3:4])([CH3:3])[CH3:2].[Br:13]N1C(=O)CCC1=O. (4) Given the product [Br:1][C:2]1[CH:7]=[CH:6][C:5]([CH2:8][S:10]([CH2:11][CH2:12][OH:13])(=[O:15])=[O:23])=[CH:4][CH:3]=1, predict the reactants needed to synthesize it. The reactants are: [Br:1][C:2]1[CH:7]=[CH:6][C:5]([CH2:8]Br)=[CH:4][CH:3]=1.[SH:10][CH2:11][CH2:12][OH:13].C([O-])([O-])=[O:15].[K+].[K+].C(Cl)Cl.[OH2:23]. (5) Given the product [C:17]12([NH:27][C:14]([C:3]3[CH:2]=[CH:1][C:13]4[N:12]([CH2:3][CH2:2][CH2:1][CH2:13][CH3:5])[C:11]5[C:6]([C:5]=4[CH:4]=3)=[CH:7][CH:8]=[CH:9][CH:10]=5)=[O:16])[CH2:24][CH:23]3[CH2:22][CH:21]([CH2:20][CH:19]([CH2:25]3)[CH2:18]1)[CH2:26]2, predict the reactants needed to synthesize it. The reactants are: [CH:1]1[C:13]2[NH:12][C:11]3[C:6](=[CH:7][CH:8]=[CH:9][CH:10]=3)[C:5]=2[CH:4]=[C:3]([C:14]([OH:16])=O)[CH:2]=1.[C:17]12([NH2:27])[CH2:26][CH:21]3[CH2:22][CH:23]([CH2:25][CH:19]([CH2:20]3)[CH2:18]1)[CH2:24]2. (6) Given the product [CH2:31]([OH:36])[CH:32]([OH:34])[CH3:33].[CH:18]1[C:19]([C@H:20]2[C@H:25]([CH2:26][O:27][C:28]3[CH:29]=[CH:30][C:31]4[O:36][CH2:35][O:34][C:32]=4[CH:33]=3)[CH2:24][NH:23][CH2:22][CH2:21]2)=[CH:14][CH:15]=[C:16]([F:37])[CH:17]=1, predict the reactants needed to synthesize it. The reactants are: C1C(O)=CC2C(CCN)=CNC=2C=1.[CH:14]1[C:19]([C@H:20]2[C@H:25]([CH2:26][O:27][C:28]3[CH:29]=[CH:30][C:31]4[O:36][CH2:35][O:34][C:32]=4[CH:33]=3)[CH2:24][NH:23][CH2:22][CH2:21]2)=[CH:18][CH:17]=[C:16]([F:37])[CH:15]=1. (7) The reactants are: [Br:1][C:2]1[CH:10]=[CH:9][C:5]([C:6]([OH:8])=O)=[CH:4][C:3]=1[O:11][CH3:12].CCN(C(C)C)C(C)C.[CH3:22][N:23]1[CH2:28][CH2:27][NH:26][CH2:25][CH2:24]1.CN(C(ON1N=NC2C=CC=NC1=2)=[N+](C)C)C.F[P-](F)(F)(F)(F)F.C(=O)(O)[O-].[Na+]. Given the product [Br:1][C:2]1[CH:10]=[CH:9][C:5]([C:6]([N:26]2[CH2:27][CH2:28][N:23]([CH3:22])[CH2:24][CH2:25]2)=[O:8])=[CH:4][C:3]=1[O:11][CH3:12], predict the reactants needed to synthesize it.